This data is from Reaction yield outcomes from USPTO patents with 853,638 reactions. The task is: Predict the reaction yield, written as a fraction of the theoretical maximum amount of product (1.0 means a 100% yield; for example, 0.34 means a 34% yield). (1) The reactants are [P:1](Cl)(Cl)([O:3][C:4]1[CH:9]=[CH:8][CH:7]=[CH:6][CH:5]=1)=[O:2].Cl.[NH2:13][C@@H:14]([CH3:22])[C:15]([O:17][CH2:18][CH2:19][CH2:20][CH3:21])=[O:16].C(N(CC)CC)C.[N+:30]([C:33]1[CH:38]=[CH:37][C:36]([OH:39])=[CH:35][CH:34]=1)([O-:32])=[O:31]. The catalyst is C(Cl)Cl. The product is [N+:30]([C:33]1[CH:38]=[CH:37][C:36]([O:39][P:1]([NH:13][C@@H:14]([CH3:22])[C:15]([O:17][CH2:18][CH2:19][CH2:20][CH3:21])=[O:16])([O:3][C:4]2[CH:9]=[CH:8][CH:7]=[CH:6][CH:5]=2)=[O:2])=[CH:35][CH:34]=1)([O-:32])=[O:31]. The yield is 0.786. (2) The reactants are Cl[C:2]1[N:7]=[C:6]([NH:8][C:9]2[CH:14]=[CH:13][C:12]3[O:15][CH2:16][CH2:17][O:18][C:11]=3[CH:10]=2)[C:5]([F:19])=[CH:4][N:3]=1.[CH:20](N(CC)C(C)C)(C)C.[CH2:29]([O:33][C:34]1[CH:40]=[CH:39][C:37](N)=[CH:36][CH:35]=1)[CH2:30][CH2:31][CH3:32]. The catalyst is C(O)CO. The product is [CH2:29]([O:33][C:34]1[CH:40]=[CH:39][C:37]([NH:7][C:2]2[CH:20]=[C:6]([NH:8][C:9]3[CH:14]=[CH:13][C:12]4[O:15][CH2:16][CH2:17][O:18][C:11]=4[CH:10]=3)[C:5]([F:19])=[CH:4][N:3]=2)=[CH:36][CH:35]=1)[CH2:30][CH2:31][CH3:32]. The yield is 0.490. (3) The reactants are [F:1][C:2]1[CH:23]=[C:22]([N+:24]([O-])=O)[CH:21]=[CH:20][C:3]=1[O:4][C:5]1[C:6]2[NH:13][C:12]([C:14]3[CH:19]=[CH:18][CH:17]=[CH:16][CH:15]=3)=[CH:11][C:7]=2[N:8]=[CH:9][N:10]=1. The catalyst is C(O)(=O)C.[Fe]. The product is [F:1][C:2]1[CH:23]=[C:22]([NH2:24])[CH:21]=[CH:20][C:3]=1[O:4][C:5]1[C:6]2[NH:13][C:12]([C:14]3[CH:19]=[CH:18][CH:17]=[CH:16][CH:15]=3)=[CH:11][C:7]=2[N:8]=[CH:9][N:10]=1. The yield is 0.400. (4) The reactants are [CH:1]1([C:4]2[NH:8][C:7]3=[CH:9][S:10][CH:11]=[C:6]3[N:5]=2)[CH2:3][CH2:2]1.Br[CH2:13][C:14]1[CH:33]=[CH:32][C:17]2/[C:18](=[C:28](/[CH3:31])\[C:29]#[N:30])/[C:19]3[CH:26]=[CH:25][C:24]([F:27])=[CH:23][C:20]=3[O:21][CH2:22][C:16]=2[CH:15]=1. No catalyst specified. The product is [CH:1]1([C:4]2[N:8]([CH2:13][C:14]3[CH:33]=[CH:32][C:17]4/[C:18](=[C:28](/[CH3:31])\[C:29]#[N:30])/[C:19]5[CH:26]=[CH:25][C:24]([F:27])=[CH:23][C:20]=5[O:21][CH2:22][C:16]=4[CH:15]=3)[C:7]3=[CH:9][S:10][CH:11]=[C:6]3[N:5]=2)[CH2:3][CH2:2]1. The yield is 0.950. (5) The reactants are BrC1C(=O)[NH:4][C:5](=[O:8])[NH:6]C=1.C/C(/O[Si](C)(C)C)=N\[Si](C)(C)C.[F:22][C:23]1[CH:30]=[CH:29][CH:28]=[C:27]([F:31])[C:24]=1[CH2:25]Br. The catalyst is ClC(Cl)C. The product is [F:22][C:23]1[CH:30]=[CH:29][CH:28]=[C:27]([F:31])[C:24]=1[CH2:25][NH:4][C:5]([NH2:6])=[O:8]. The yield is 0.500. (6) The reactants are O[CH:2]1[C:10]2[C:5](=[CH:6][CH:7]=[CH:8][CH:9]=2)[C:4](=[O:11])[N:3]1[CH2:12][C:13]1[S:14][CH:15]=[CH:16][CH:17]=1.[C:18]([O:22][CH3:23])(=[O:21])[CH2:19][SH:20].C(=O)(O)[O-].[Na+]. The catalyst is ClCCl. The product is [CH3:23][O:22][C:18](=[O:21])[CH2:19][S:20][CH:2]1[C:10]2[C:5](=[CH:6][CH:7]=[CH:8][CH:9]=2)[C:4](=[O:11])[N:3]1[CH2:12][C:13]1[S:14][CH:15]=[CH:16][CH:17]=1. The yield is 0.960. (7) The reactants are [NH:1]1[C:9]2[C:4](=[CH:5][CH:6]=[N:7][CH:8]=2)[CH:3]=[CH:2]1.[OH-].[K+].O=[C:13]1[CH2:18][CH2:17][N:16]([C:19]([O:21][C:22]([CH3:25])([CH3:24])[CH3:23])=[O:20])[CH2:15][CH2:14]1. The catalyst is CO. The product is [NH:1]1[C:9]2=[CH:8][N:7]=[CH:6][CH:5]=[C:4]2[C:3]([C:13]2[CH2:18][CH2:17][N:16]([C:19]([O:21][C:22]([CH3:25])([CH3:24])[CH3:23])=[O:20])[CH2:15][CH:14]=2)=[CH:2]1. The yield is 0.990. (8) The product is [CH2:1]([C@@:4]1([C:20]2[CH:25]=[CH:24][C:23]([F:26])=[CH:22][CH:21]=2)[O:9][C:8](=[O:10])[N:7]([C@H:11]([C:13]2[CH:18]=[CH:17][C:16]([C:8]([O:9][CH3:4])=[O:10])=[CH:15][CH:14]=2)[CH3:12])[CH2:6][CH2:5]1)[CH:2]=[CH2:3]. The catalyst is CS(C)=O.CO.CC([O-])=O.CC([O-])=O.[Pd+2]. The reactants are [CH2:1]([C@@:4]1([C:20]2[CH:25]=[CH:24][C:23]([F:26])=[CH:22][CH:21]=2)[O:9][C:8](=[O:10])[N:7]([C@H:11]([C:13]2[CH:18]=[CH:17][C:16](Br)=[CH:15][CH:14]=2)[CH3:12])[CH2:6][CH2:5]1)[CH:2]=[CH2:3].C(N(CC)CC)C.C1(P(C2C=CC=CC=2)CCCP(C2C=CC=CC=2)C2C=CC=CC=2)C=CC=CC=1. The yield is 0.830. (9) The reactants are Cl[C:2]1[CH:12]=[CH:11][C:5]([C:6]([O:8]CC)=[O:7])=[CH:4][N:3]=1.[CH2:13]([OH:17])[C:14]#[C:15][CH3:16]. No catalyst specified. The product is [CH2:13]([O:17][C:2]1[CH:12]=[CH:11][C:5]([C:6]([OH:8])=[O:7])=[CH:4][N:3]=1)[C:14]#[C:15][CH3:16]. The yield is 0.380.